Dataset: Reaction yield outcomes from USPTO patents with 853,638 reactions. Task: Predict the reaction yield, written as a fraction of the theoretical maximum amount of product (1.0 means a 100% yield; for example, 0.34 means a 34% yield). (1) The reactants are C(Cl)(=O)C(Cl)=O.[F:7][C:8]1([F:15])[CH2:11][CH:10]([C:12](O)=[O:13])[CH2:9]1.[NH:16]([CH3:18])[CH3:17]. The catalyst is C(Cl)Cl.CN(C=O)C.C1COCC1. The product is [F:7][C:8]1([F:15])[CH2:11][CH:10]([C:12]([N:16]([CH3:18])[CH3:17])=[O:13])[CH2:9]1. The yield is 0.770. (2) The reactants are [O:1]=[C:2]1[CH:6]=[C:5]([C@H:7]2[CH2:12][CH2:11][N:10]([C:13]([O:15][CH3:16])=[O:14])[C@@H:9]([C:17]3[CH:22]=[CH:21][C:20]([C:23]([F:26])([F:25])[F:24])=[CH:19][CH:18]=3)[CH2:8]2)[O:4][NH:3]1.CO.C(#N)C. The catalyst is C(=O)=O. The product is [O:1]=[C:2]1[CH:6]=[C:5]([C@H:7]2[CH2:12][CH2:11][N:10]([C:13]([O:15][CH3:16])=[O:14])[C@@H:9]([C:17]3[CH:18]=[CH:19][C:20]([C:23]([F:26])([F:24])[F:25])=[CH:21][CH:22]=3)[CH2:8]2)[O:4][NH:3]1.[O:1]=[C:2]1[CH:6]=[C:5]([C@@H:7]2[CH2:12][CH2:11][N:10]([C:13]([O:15][CH3:16])=[O:14])[C@H:9]([C:17]3[CH:18]=[CH:19][C:20]([C:23]([F:26])([F:24])[F:25])=[CH:21][CH:22]=3)[CH2:8]2)[O:4][NH:3]1. The yield is 0.340. (3) The reactants are [C:1]([CH2:3][C:4](N)=O)#[N:2].F[B-](F)(F)F.C([O+](CC)CC)C.[NH2:19][C:20]1[C:21]([NH:29][C@H:30]2[CH2:35][CH2:34][C@H:33]([CH2:36][NH:37][C:38](=[O:44])[O:39][C:40]([CH3:43])([CH3:42])[CH3:41])[CH2:32][CH2:31]2)=[C:22]2[S:28][CH:27]=[CH:26][C:23]2=[N:24][CH:25]=1. The catalyst is C1COCC1.C(O)C. The product is [C:1]([CH2:3][C:4]1[N:29]([C@H:30]2[CH2:31][CH2:32][C@H:33]([CH2:36][NH:37][C:38](=[O:44])[O:39][C:40]([CH3:41])([CH3:43])[CH3:42])[CH2:34][CH2:35]2)[C:21]2=[C:22]3[S:28][CH:27]=[CH:26][C:23]3=[N:24][CH:25]=[C:20]2[N:19]=1)#[N:2]. The yield is 0.710. (4) The reactants are [CH2:1]([N:8]1[C:16]2[C:15](=[O:17])[N:14]([CH2:18][CH2:19][CH2:20][O:21][Si:22]([C:25]([CH3:28])([CH3:27])[CH3:26])([CH3:24])[CH3:23])[C:13](=[O:29])[N:12]([CH3:30])[C:11]=2[N:10]=[C:9]1Br)[C:2]1[CH:7]=[CH:6][CH:5]=[CH:4][CH:3]=1.C(=O)([O-])[O-].[K+].[K+].[Cl:38][C:39]1[CH:40]=[C:41](B(O)O)[CH:42]=[CH:43][C:44]=1[Cl:45].C1(C)C=CC=CC=1. The catalyst is C(O)C.[Pd].C1(P(C2C=CC=CC=2)C2C=CC=CC=2)C=CC=CC=1.C1(P(C2C=CC=CC=2)C2C=CC=CC=2)C=CC=CC=1.C1(P(C2C=CC=CC=2)C2C=CC=CC=2)C=CC=CC=1.C1(P(C2C=CC=CC=2)C2C=CC=CC=2)C=CC=CC=1.O. The product is [CH2:1]([N:8]1[C:16]2[C:15](=[O:17])[N:14]([CH2:18][CH2:19][CH2:20][O:21][Si:22]([C:25]([CH3:28])([CH3:27])[CH3:26])([CH3:24])[CH3:23])[C:13](=[O:29])[N:12]([CH3:30])[C:11]=2[N:10]=[C:9]1[C:42]1[CH:41]=[CH:40][C:39]([Cl:38])=[C:44]([Cl:45])[CH:43]=1)[C:2]1[CH:7]=[CH:6][CH:5]=[CH:4][CH:3]=1. The yield is 0.860. (5) The reactants are [CH2:1]([O:8][C:9]1[CH:14]=[CH:13][C:12]([CH2:15][CH2:16][NH:17][CH2:18][CH:19]2[CH2:21][CH2:20]2)=[CH:11][C:10]=1[O:22][CH3:23])[C:2]1[CH:7]=[CH:6][CH:5]=[CH:4][CH:3]=1.C(N(CC)CC)C.Cl[CH2:32][C:33]([NH:35][CH3:36])=[O:34]. The catalyst is CN(C)C=O. The product is [CH2:1]([O:8][C:9]1[CH:14]=[CH:13][C:12]([CH2:15][CH2:16][N:17]([CH2:18][CH:19]2[CH2:21][CH2:20]2)[CH2:32][C:33]([NH:35][CH3:36])=[O:34])=[CH:11][C:10]=1[O:22][CH3:23])[C:2]1[CH:7]=[CH:6][CH:5]=[CH:4][CH:3]=1. The yield is 0.840. (6) The reactants are C(N)(C)C.C([Li])CCC.[C:10]([O:14][C:15]([N:17]1[CH2:22][CH2:21][CH:20]([C:23]#[N:24])[CH2:19][CH2:18]1)=[O:16])([CH3:13])([CH3:12])[CH3:11].[Cl:25][C:26]1[CH:33]=[CH:32][C:29]([CH2:30]Cl)=[CH:28][CH:27]=1. The catalyst is C1COCC1.O. The product is [C:10]([O:14][C:15]([N:17]1[CH2:22][CH2:21][C:20]([CH2:30][C:29]2[CH:32]=[CH:33][C:26]([Cl:25])=[CH:27][CH:28]=2)([C:23]#[N:24])[CH2:19][CH2:18]1)=[O:16])([CH3:13])([CH3:11])[CH3:12]. The yield is 0.830. (7) The reactants are S(S([O-])=O)([O-])=O.[Na+].[Na+].[CH2:9]([C:11]1[CH:16]=[C:15]([N+:17]([O-])=O)[CH:14]=[C:13]([CH2:20][CH3:21])[C:12]=1[NH:22][S:23]([C:26]1[CH:31]=[CH:30][C:29]([CH3:32])=[CH:28][CH:27]=1)(=[O:25])=[O:24])[CH3:10].C(=O)([O-])[O-].[K+].[K+]. The catalyst is O.O1CCCC1. The product is [NH2:17][C:15]1[CH:16]=[C:11]([CH2:9][CH3:10])[C:12]([NH:22][S:23]([C:26]2[CH:31]=[CH:30][C:29]([CH3:32])=[CH:28][CH:27]=2)(=[O:25])=[O:24])=[C:13]([CH2:20][CH3:21])[CH:14]=1. The yield is 0.250.